From a dataset of Forward reaction prediction with 1.9M reactions from USPTO patents (1976-2016). Predict the product of the given reaction. (1) The product is: [F:31][C:32]1[CH:37]=[CH:36][C:35]([N:38]2[C:43](=[O:44])[C:42]([C:45]([NH:30][C:27]3[CH:28]=[N:29][C:24]([O:23][C:6]4[C:5]5[C:10](=[CH:11][C:12]([O:13][CH2:14][CH2:15][CH2:16][N:17]6[CH2:22][CH2:21][O:20][CH2:19][CH2:18]6)=[C:3]([O:2][CH3:1])[CH:4]=5)[N:9]=[CH:8][CH:7]=4)=[CH:25][CH:26]=3)=[O:46])=[CH:41][CH:40]=[N:39]2)=[CH:34][CH:33]=1. Given the reactants [CH3:1][O:2][C:3]1[CH:4]=[C:5]2[C:10](=[CH:11][C:12]=1[O:13][CH2:14][CH2:15][CH2:16][N:17]1[CH2:22][CH2:21][O:20][CH2:19][CH2:18]1)[N:9]=[CH:8][CH:7]=[C:6]2[O:23][C:24]1[N:29]=[CH:28][C:27]([NH2:30])=[CH:26][CH:25]=1.[F:31][C:32]1[CH:37]=[CH:36][C:35]([N:38]2[C:43](=[O:44])[C:42]([C:45](O)=[O:46])=[CH:41][CH:40]=[N:39]2)=[CH:34][CH:33]=1, predict the reaction product. (2) Given the reactants Br[C:2]1[CH:3]=[C:4]2[N:10]=[C:9]([C:11]3[CH:16]=[CH:15][CH:14]=[CH:13][C:12]=3[S:17][CH2:18][CH3:19])[N:8]([CH3:20])[C:5]2=[N:6][CH:7]=1.CN1C(=O)CCC1.[F:28][C:29]([F:37])([F:36])[C:30]([F:35])([F:34])C([O-])=O.[Na+].C(=O)([O-])O.[Na+], predict the reaction product. The product is: [CH2:18]([S:17][C:12]1[CH:13]=[CH:14][CH:15]=[CH:16][C:11]=1[C:9]1[N:8]([CH3:20])[C:5]2=[N:6][CH:7]=[C:2]([C:30]([F:35])([F:34])[C:29]([F:37])([F:36])[F:28])[CH:3]=[C:4]2[N:10]=1)[CH3:19]. (3) Given the reactants [O:1]([CH:8]1[CH2:13][CH2:12][NH:11][CH2:10][CH2:9]1)[C:2]1[CH:7]=[CH:6][CH:5]=[CH:4][CH:3]=1.Br[CH2:15][C:16]#[N:17], predict the reaction product. The product is: [O:1]([CH:8]1[CH2:13][CH2:12][N:11]([CH2:15][C:16]#[N:17])[CH2:10][CH2:9]1)[C:2]1[CH:3]=[CH:4][CH:5]=[CH:6][CH:7]=1. (4) Given the reactants [N:1]1([C:7]2[N:8]=[C:9]([CH2:14][C:15]([O-:17])=O)[NH:10][C:11](=[O:13])[CH:12]=2)[CH2:6][CH2:5][O:4][CH2:3][CH2:2]1.[Na+].[OH:19][CH2:20][C:21]1[CH:29]=[CH:28][CH:27]=[C:26]2[C:22]=1[CH2:23][CH2:24][NH:25]2.Cl.CN(C)CCCN=C=NCC, predict the reaction product. The product is: [OH:19][CH2:20][C:21]1[CH:29]=[CH:28][CH:27]=[C:26]2[C:22]=1[CH2:23][CH2:24][N:25]2[C:15](=[O:17])[CH2:14][C:9]1[NH:10][C:11](=[O:13])[CH:12]=[C:7]([N:1]2[CH2:2][CH2:3][O:4][CH2:5][CH2:6]2)[N:8]=1. (5) Given the reactants S([N:11]1[CH2:16][C:15](=[O:17])[C:14]2[S:18][CH:19]=[CH:20][C:13]=2[CH2:12]1)(C1C=CC(C)=CC=1)(=O)=O.CC([O-])(C)C.[K+], predict the reaction product. The product is: [S:18]1[C:14]2[C:15](=[O:17])[CH2:16][N:11]=[CH:12][C:13]=2[CH:20]=[CH:19]1.